Task: Predict the product of the given reaction.. Dataset: Forward reaction prediction with 1.9M reactions from USPTO patents (1976-2016) (1) Given the reactants [CH3:1][S:2](OCC1C2C(=CC=CC=2)N=CC=1C1CC1)(=[O:4])=[O:3].[F:20][C:21]([F:39])([F:38])[C:22]1[CH:31]=[C:30]([CH2:32][OH:33])[C:29]2[C:24](=[CH:25][CH:26]=[C:27]([C:34]([F:37])([F:36])[F:35])[CH:28]=2)[N:23]=1, predict the reaction product. The product is: [CH3:1][S:2]([O:33][CH2:32][C:30]1[C:29]2[C:24](=[CH:25][CH:26]=[C:27]([C:34]([F:37])([F:35])[F:36])[CH:28]=2)[N:23]=[C:22]([C:21]([F:38])([F:20])[F:39])[CH:31]=1)(=[O:4])=[O:3]. (2) Given the reactants [CH3:1][N:2]([CH2:4][C:5]1[N:6]([C:10]2[CH:15]=[CH:14][C:13]([NH2:16])=[C:12]([F:17])[CH:11]=2)[CH:7]=[CH:8][N:9]=1)[CH3:3].[Cl:18][C:19]1[CH:20]=[C:21]([N:25]=[C:26]=[O:27])C=CC=1, predict the reaction product. The product is: [Cl:18][CH2:19][CH2:20][CH2:21][NH:25][C:26]([NH:16][C:13]1[CH:14]=[CH:15][C:10]([N:6]2[CH:7]=[CH:8][N:9]=[C:5]2[CH2:4][N:2]([CH3:1])[CH3:3])=[CH:11][C:12]=1[F:17])=[O:27]. (3) Given the reactants Br[C:2]1[C:3]([CH3:17])=[C:4]([O:13][CH:14]([CH3:16])[CH3:15])[C:5]2[O:9][CH:8]([CH3:10])[CH2:7][C:6]=2[C:11]=1[CH3:12].[CH3:18][O:19][C:20]1[CH:25]=[CH:24][C:23]([N:26]2[CH2:31][CH2:30][NH:29][CH2:28][CH2:27]2)=[CH:22][CH:21]=1, predict the reaction product. The product is: [CH3:18][O:19][C:20]1[CH:21]=[CH:22][C:23]([N:26]2[CH2:31][CH2:30][N:29]([C:2]3[C:3]([CH3:17])=[C:4]([O:13][CH:14]([CH3:16])[CH3:15])[C:5]4[O:9][CH:8]([CH3:10])[CH2:7][C:6]=4[C:11]=3[CH3:12])[CH2:28][CH2:27]2)=[CH:24][CH:25]=1.